From a dataset of Full USPTO retrosynthesis dataset with 1.9M reactions from patents (1976-2016). Predict the reactants needed to synthesize the given product. (1) Given the product [ClH:32].[CH3:2][O:3][C:4](=[O:29])[C:5]1[CH:10]=[CH:9][CH:8]=[C:7](/[CH:11]=[C:12]2\[CH:13]=[C:14]([C:22]3[CH:27]=[CH:26][CH:25]=[C:24]([OH:28])[CH:23]=3)[CH:15]([CH2:18][N:19]([CH3:21])[CH3:20])[CH2:16][CH2:17]\2)[CH:6]=1, predict the reactants needed to synthesize it. The reactants are: Cl.[CH3:2][O:3][C:4](=[O:29])[C:5]1[CH:10]=[CH:9][CH:8]=[C:7](/[CH:11]=[C:12]2/[CH:13]=[C:14]([C:22]3[CH:27]=[CH:26][CH:25]=[C:24]([OH:28])[CH:23]=3)[CH:15]([CH2:18][N:19]([CH3:21])[CH3:20])[CH2:16][CH2:17]/2)[CH:6]=1.C[Si](C)(C)[Cl:32].O. (2) Given the product [ClH:45].[Cl:45][C:36]1[C:37]([C:41]([F:42])([F:43])[F:44])=[CH:38][CH:39]=[CH:40][C:35]=1[CH2:34][N:19]([CH2:20][CH:21]([C:28]1[CH:29]=[CH:30][CH:31]=[CH:32][CH:33]=1)[C:22]1[CH:23]=[CH:24][CH:25]=[CH:26][CH:27]=1)[CH2:18][CH2:17][CH2:16][O:15][C:11]1[CH:10]=[C:9]([C:4]([CH2:5][CH3:6])([CH2:7][CH3:8])[C:3]([OH:46])=[O:2])[CH:14]=[CH:13][CH:12]=1, predict the reactants needed to synthesize it. The reactants are: C[O:2][C:3](=[O:46])[C:4]([C:9]1[CH:14]=[CH:13][CH:12]=[C:11]([O:15][CH2:16][CH2:17][CH2:18][N:19]([CH2:34][C:35]2[CH:40]=[CH:39][CH:38]=[C:37]([C:41]([F:44])([F:43])[F:42])[C:36]=2[Cl:45])[CH2:20][CH:21]([C:28]2[CH:33]=[CH:32][CH:31]=[CH:30][CH:29]=2)[C:22]2[CH:27]=[CH:26][CH:25]=[CH:24][CH:23]=2)[CH:10]=1)([CH2:7][CH3:8])[CH2:5][CH3:6].[Li+].[Cl-]. (3) Given the product [CH3:29][O:30][C:3]1[CH:28]=[CH:27][C:6]([CH2:7][N:8]2[CH2:12][CH:11]([CH:13]([S:15]([C:16]3[CH:21]=[CH:20][CH:19]=[C:18]([C:22]([F:25])([F:24])[F:23])[CH:17]=3)(=[O:31])=[O:37])[CH3:14])[CH2:10][C:9]2=[O:26])=[CH:5][CH:4]=1, predict the reactants needed to synthesize it. The reactants are: CO[C:3]1[CH:28]=[CH:27][C:6]([CH2:7][N:8]2[CH2:12][CH:11]([CH:13]([S:15][C:16]3[CH:21]=[CH:20][CH:19]=[C:18]([C:22]([F:25])([F:24])[F:23])[CH:17]=3)[CH3:14])[CH2:10][C:9]2=[O:26])=[CH:5][CH:4]=1.[CH3:29][OH:30].[OH:31]OS([O-])=O.[K+].[OH2:37]. (4) Given the product [Cl:1][C:2]1[CH:3]=[CH:4][CH:5]=[C:6]2[C:10]=1[N:9]([CH2:45][C:46]1[O:47][C:48]([C:51]([F:54])([F:53])[F:52])=[CH:49][CH:50]=1)[C:8](=[O:11])[C:7]12[C:12]2=[CH:22][C:21]3[CH2:20][CH2:19][O:18][C:17]=3[CH:16]=[C:13]2[O:14][CH2:15]1, predict the reactants needed to synthesize it. The reactants are: [Cl:1][C:2]1[CH:3]=[CH:4][CH:5]=[C:6]2[C:10]=1[NH:9][C:8](=[O:11])[C:7]12[CH2:15][O:14][C:13]2[CH:16]=[C:17]3[C:21](=[CH:22][C:12]1=2)[CH2:20][CH2:19][O:18]3.N1C2C(=CC=CC=2)C2(COC3C=C4C(=CC2=3)CCO4)C1=O.Br[CH2:45][C:46]1[O:47][C:48]([C:51]([F:54])([F:53])[F:52])=[CH:49][CH:50]=1.ClCC1C=NC(OC)=NC=1. (5) Given the product [C:1]([C:4]1[C:5]([O:23][CH3:24])=[C:6]([C:12]2[CH:17]=[CH:16][C:15]([F:18])=[C:14]([C:19]([NH2:25])=[O:20])[CH:13]=2)[C:7]([CH3:11])=[C:8]([Cl:10])[CH:9]=1)(=[O:3])[CH3:2], predict the reactants needed to synthesize it. The reactants are: [C:1]([C:4]1[C:5]([O:23][CH3:24])=[C:6]([C:12]2[CH:17]=[CH:16][C:15]([F:18])=[C:14]([C:19](OC)=[O:20])[CH:13]=2)[C:7]([CH3:11])=[C:8]([Cl:10])[CH:9]=1)(=[O:3])[CH3:2].[NH3:25].CO.